From a dataset of Forward reaction prediction with 1.9M reactions from USPTO patents (1976-2016). Predict the product of the given reaction. (1) Given the reactants [OH:1][C:2]1[CH:27]=[CH:26][C:5]([CH2:6][NH:7][C:8]2[NH:12][N:11]=[C:10]([NH:13][C:14]3[CH:19]=[CH:18][C:17]([N+:20]([O-])=O)=[CH:16][CH:15]=3)[C:9]=2[C:23]([NH2:25])=[O:24])=[CH:4][CH:3]=1, predict the reaction product. The product is: [NH2:20][C:17]1[CH:16]=[CH:15][C:14]([NH:13][C:10]2[C:9]([C:23]([NH2:25])=[O:24])=[C:8]([NH:7][CH2:6][C:5]3[CH:26]=[CH:27][C:2]([OH:1])=[CH:3][CH:4]=3)[NH:12][N:11]=2)=[CH:19][CH:18]=1. (2) Given the reactants [CH3:1][O:2][C:3]1[CH:4]=[C:5]([NH:15][C:16]2[C:17]3[N:33]=[CH:32][S:31][C:18]=3[N:19]=[C:20]([C:22]3[CH:30]=[CH:29][C:25]([C:26](O)=[O:27])=[CH:24][CH:23]=3)[N:21]=2)[CH:6]=[C:7]([N:9]2[CH2:13][CH2:12][CH2:11][C@@H:10]2[CH3:14])[CH:8]=1.CC[N:36]=C=NCCCN(C)C.C1C=CC2N(O)N=NC=2C=1.CCN(CC)CC, predict the reaction product. The product is: [CH3:1][O:2][C:3]1[CH:4]=[C:5]([NH:15][C:16]2[C:17]3[N:33]=[CH:32][S:31][C:18]=3[N:19]=[C:20]([C:22]3[CH:30]=[CH:29][C:25]([C:26]([NH2:36])=[O:27])=[CH:24][CH:23]=3)[N:21]=2)[CH:6]=[C:7]([N:9]2[CH2:13][CH2:12][CH2:11][C@@H:10]2[CH3:14])[CH:8]=1. (3) Given the reactants [NH:1]1[CH2:5][CH2:4][CH2:3][CH2:2]1.[O:6]1[CH2:11][CH2:10][CH2:9][CH2:8][CH:7]1[O:12][C:13]1[CH:14]=[C:15]([CH:41]=[CH:42][CH:43]=1)[CH2:16][N:17]([S:29]([C:32]1[C:37]([CH3:38])=[CH:36][C:35]([CH3:39])=[CH:34][C:33]=1[CH3:40])(=[O:31])=[O:30])[C:18]1[CH:23]=[CH:22][C:21]([CH:24]=[CH:25][C:26](O)=[O:27])=[CH:20][CH:19]=1.C(N(CC)CC)C.CCCP1(OP(CCC)(=O)OP(CCC)(=O)O1)=O.C(O)C(N)(CO)CO.[N-]=C=O, predict the reaction product. The product is: [CH3:40][C:33]1[CH:34]=[C:35]([CH3:39])[CH:36]=[C:37]([CH3:38])[C:32]=1[S:29]([N:17]([C:18]1[CH:19]=[CH:20][C:21]([CH:24]=[CH:25][C:26](=[O:27])[N:1]2[CH2:5][CH2:4][CH2:3][CH2:2]2)=[CH:22][CH:23]=1)[CH2:16][C:15]1[CH:41]=[CH:42][CH:43]=[C:13]([O:12][CH:7]2[CH2:8][CH2:9][CH2:10][CH2:11][O:6]2)[CH:14]=1)(=[O:30])=[O:31]. (4) Given the reactants [CH3:1][C:2]([S:5]([NH2:7])=[O:6])([CH3:4])[CH3:3].[CH3:8][C:9]1[N:14]=[C:13]([CH:15]=O)[CH:12]=[CH:11][CH:10]=1, predict the reaction product. The product is: [CH3:1][C:2]([S:5](/[N:7]=[CH:15]/[C:13]1[CH:12]=[CH:11][CH:10]=[C:9]([CH3:8])[N:14]=1)=[O:6])([CH3:4])[CH3:3].